From a dataset of Catalyst prediction with 721,799 reactions and 888 catalyst types from USPTO. Predict which catalyst facilitates the given reaction. (1) Reactant: [H-].[Na+].[CH3:3][C:4]1([OH:9])[CH2:8][CH2:7][O:6][CH2:5]1.[C:10](=O)([O:18]C1C=CC=CN=1)[O:11][C:12]1[CH:17]=[CH:16][CH:15]=[CH:14][N:13]=1. Product: [C:10](=[O:18])([O:11][C:12]1[CH:17]=[CH:16][CH:15]=[CH:14][N:13]=1)[O:9][C:4]1([CH3:3])[CH2:8][CH2:7][O:6][CH2:5]1. The catalyst class is: 49. (2) Reactant: [CH3:1][O:2][C:3]([CH:5]1[CH2:9][C:8](=[CH2:10])[CH2:7][N:6]1[C:11]([O:13][C:14]([CH3:17])([CH3:16])[CH3:15])=[O:12])=[O:4].[OH2:18].[OH-].[Na+].OO. Product: [CH3:1][O:2][C:3]([CH:5]1[CH2:9][CH:8]([CH2:10][OH:18])[CH2:7][N:6]1[C:11]([O:13][C:14]([CH3:17])([CH3:16])[CH3:15])=[O:12])=[O:4]. The catalyst class is: 165. (3) Reactant: [NH2:1][C:2]1[N:3]=[C:4]2[CH:9]=[CH:8][C:7]([O:10][C:11]3[CH:12]=[C:13]([NH:17][C:18](=[O:29])[C:19]4[CH:24]=[CH:23][CH:22]=[C:21]([C:25]([F:28])([F:27])[F:26])[CH:20]=4)[CH:14]=[CH:15][CH:16]=3)=[N:6][N:5]2[CH:30]=1.[Cl:31][CH2:32][C:33](Cl)=[O:34].C(N(CC)CC)C.[Cl-].[NH4+]. Product: [Cl:31][CH2:32][C:33]([NH:1][C:2]1[N:3]=[C:4]2[CH:9]=[CH:8][C:7]([O:10][C:11]3[CH:12]=[C:13]([NH:17][C:18](=[O:29])[C:19]4[CH:24]=[CH:23][CH:22]=[C:21]([C:25]([F:28])([F:27])[F:26])[CH:20]=4)[CH:14]=[CH:15][CH:16]=3)=[N:6][N:5]2[CH:30]=1)=[O:34]. The catalyst class is: 7. (4) Reactant: [CH2:1]([O:8][C:9]([NH:11][C:12]([C:20]([O:22][CH2:23][CH3:24])=[O:21])([CH2:16][CH2:17][CH:18]=[CH2:19])[C:13](O)=[O:14])=[O:10])[C:2]1[CH:7]=[CH:6][CH:5]=[CH:4][CH:3]=1.C(N(CC)CC)C.ClC(OCC)=O.[BH4-].[Na+].Cl. Product: [CH2:1]([O:8][C:9]([NH:11][C:12]([CH2:13][OH:14])([CH2:16][CH2:17][CH:18]=[CH2:19])[C:20]([O:22][CH2:23][CH3:24])=[O:21])=[O:10])[C:2]1[CH:3]=[CH:4][CH:5]=[CH:6][CH:7]=1. The catalyst class is: 253. (5) Reactant: [CH:1]1([O:6][C:7]2[CH:12]=[C:11]([F:13])[CH:10]=[CH:9][C:8]=2[N+:14]([O-:16])=[O:15])[CH2:5][CH:4]=[CH:3][CH2:2]1.ClC1C=C(C=CC=1)C(OO)=[O:22]. Product: [F:13][C:11]1[CH:10]=[CH:9][C:8]([N+:14]([O-:16])=[O:15])=[C:7]([CH:12]=1)[O:6][CH:1]1[CH2:5][CH:4]2[CH:3]([O:22]2)[CH2:2]1. The catalyst class is: 2. (6) Reactant: [Cl-].[Al+3].[Cl-].[Cl-].C(NB)(C)(C)C.[CH2:11]([O:13][C:14]([N:16]1[CH2:23][CH:22]2[CH:18]([CH2:19][C:20]3[C:26]([CH2:27]O)=[C:25]([Cl:29])[S:24][C:21]=32)[CH2:17]1)=[O:15])[CH3:12].[OH-].[Na+]. Product: [CH2:11]([O:13][C:14]([N:16]1[CH2:23][CH:22]2[CH:18]([CH2:19][C:20]3[C:26]([CH3:27])=[C:25]([Cl:29])[S:24][C:21]=32)[CH2:17]1)=[O:15])[CH3:12]. The catalyst class is: 2. (7) Reactant: C(C=O)=O.[OH-].[NH4+:6].[Cl:7][C:8]1[N:13]=[C:12]([CH:14]=O)[CH:11]=[CH:10][CH:9]=1.ClC1C=CC=[C:19]([CH3:23])[N:18]=1. Product: [Cl:7][C:8]1[CH:9]=[CH:10][CH:11]=[C:12]([C:14]2[NH:6][CH:23]=[CH:19][N:18]=2)[N:13]=1. The catalyst class is: 5.